Dataset: TCR-epitope binding with 47,182 pairs between 192 epitopes and 23,139 TCRs. Task: Binary Classification. Given a T-cell receptor sequence (or CDR3 region) and an epitope sequence, predict whether binding occurs between them. (1) The epitope is SFHSLHLLF. The TCR CDR3 sequence is CASSQTRGAGNTIYF. Result: 0 (the TCR does not bind to the epitope). (2) The epitope is SLFNTVATLY. The TCR CDR3 sequence is CASSDGPTGFATQYF. Result: 0 (the TCR does not bind to the epitope). (3) The epitope is FLNGSCGSV. The TCR CDR3 sequence is CASSWISYEQYF. Result: 1 (the TCR binds to the epitope). (4) The epitope is MPASWVMRI. The TCR CDR3 sequence is CASSPSLDNEQFF. Result: 1 (the TCR binds to the epitope). (5) The epitope is NEGVKAAW. The TCR CDR3 sequence is CASSLERGLTRETQYF. Result: 0 (the TCR does not bind to the epitope). (6) The epitope is FLPRVFSAV. The TCR CDR3 sequence is CASSPPPPSGASSYEQYF. Result: 0 (the TCR does not bind to the epitope).